This data is from Forward reaction prediction with 1.9M reactions from USPTO patents (1976-2016). The task is: Predict the product of the given reaction. (1) Given the reactants [N:1]([C:4]1[CH:5]=[C:6]([CH:27]=[CH:28][C:29]=1[CH3:30])[C:7]([NH:9][C:10]1[CH:15]=[C:14]([C:16]([CH3:19])([CH3:18])[CH3:17])[CH:13]=[C:12]([NH:20][S:21]([CH3:24])(=[O:23])=[O:22])[C:11]=1[O:25][CH3:26])=[O:8])=[N+:2]=[N-:3].Cl.[C:32]([C:34]1[CH:39]=[CH:38][N:37]=[CH:36][CH:35]=1)#[CH:33], predict the reaction product. The product is: [C:16]([C:14]1[CH:13]=[C:12]([NH:20][S:21]([CH3:24])(=[O:22])=[O:23])[C:11]([O:25][CH3:26])=[C:10]([NH:9][C:7](=[O:8])[C:6]2[CH:27]=[CH:28][C:29]([CH3:30])=[C:4]([N:1]3[CH:33]=[C:32]([C:34]4[CH:39]=[CH:38][N:37]=[CH:36][CH:35]=4)[N:3]=[N:2]3)[CH:5]=2)[CH:15]=1)([CH3:18])([CH3:19])[CH3:17]. (2) Given the reactants [NH2:1][C@@H:2]([CH3:15])[CH2:3][NH:4][C:5]1[CH:13]=[C:12]([Br:14])[CH:11]=[CH:10][C:6]=1[C:7](O)=[O:8].CCN(CC)CC.CN(C(ON1N=NC2C=CC=NC1=2)=[N+](C)C)C.F[P-](F)(F)(F)(F)F, predict the reaction product. The product is: [Br:14][C:12]1[CH:11]=[CH:10][C:6]2[C:7](=[O:8])[NH:1][C@@H:2]([CH3:15])[CH2:3][NH:4][C:5]=2[CH:13]=1. (3) Given the reactants Br[C:2]1[CH:10]=[CH:9][C:8]2[NH:7][C:6]3[CH2:11][CH2:12][N:13]([C:15]4[N:20]=[CH:19][C:18]([C:21]([O:23][CH3:24])=[O:22])=[CH:17][N:16]=4)[CH2:14][C:5]=3[C:4]=2[CH:3]=1.C([O-])([O-])=O.[Cs+].[Cs+].[CH:31]([C:33]1[CH:38]=[CH:37][C:36](B(O)O)=[CH:35][CH:34]=1)=[O:32], predict the reaction product. The product is: [CH3:24][O:23][C:21]([C:18]1[CH:17]=[N:16][C:15]([N:13]2[CH2:12][CH2:11][C:6]3[NH:7][C:8]4[CH:9]=[CH:10][C:2]([C:36]5[CH:37]=[CH:38][C:33]([CH:31]=[O:32])=[CH:34][CH:35]=5)=[CH:3][C:4]=4[C:5]=3[CH2:14]2)=[N:20][CH:19]=1)=[O:22]. (4) The product is: [CH2:3]([O:10][N:11]1[C:17](=[O:18])[N:16]2[CH2:19][C@H:12]1[CH2:13][CH2:14][C@H:15]2[C:20]([OH:22])=[O:21])[C:4]1[CH:9]=[CH:8][CH:7]=[CH:6][CH:5]=1. Given the reactants [Li+].[OH-].[CH2:3]([O:10][N:11]1[C:17](=[O:18])[N:16]2[CH2:19][C@H:12]1[CH2:13][CH2:14][C@H:15]2[C:20]([O:22]CC)=[O:21])[C:4]1[CH:9]=[CH:8][CH:7]=[CH:6][CH:5]=1, predict the reaction product. (5) Given the reactants C(O[C:4]([C:6]1[C:7](=[O:38])[C:8]2[CH:13]=[N:12][C:11]([NH:14][C:15]3[CH:20]=[CH:19][CH:18]=[C:17]([N:21]4[CH2:26][CH2:25][NH:24][CH2:23][CH2:22]4)[CH:16]=3)=[N:10][C:9]=2[N:27]([C:29]2[CH:30]=[C:31]3[C:35](=[CH:36][CH:37]=2)[CH2:34][CH2:33][CH2:32]3)[CH:28]=1)=[O:5])C.Cl.[CH3:40][O:41][NH2:42].C(N(CC)CC)C.C(O)(C(F)(F)F)=O, predict the reaction product. The product is: [CH3:40][O:41][NH:42][C:4]([C:6]1[C:7](=[O:38])[C:8]2[CH:13]=[N:12][C:11]([NH:14][C:15]3[CH:20]=[CH:19][CH:18]=[C:17]([N:21]4[CH2:26][CH2:25][NH:24][CH2:23][CH2:22]4)[CH:16]=3)=[N:10][C:9]=2[N:27]([C:29]2[CH:30]=[C:31]3[C:35](=[CH:36][CH:37]=2)[CH2:34][CH2:33][CH2:32]3)[CH:28]=1)=[O:5]. (6) Given the reactants Cl.C([O:6][C:7](=[O:39])[CH2:8][CH2:9][O:10][CH:11]([CH3:38])[CH:12]([O:14][C:15]1[C:16]2[C:23]([C:24]3[CH:29]=[CH:28][C:27]([O:30][CH3:31])=[CH:26][CH:25]=3)=[C:22]([C:32]3[CH:37]=[CH:36][CH:35]=[CH:34][CH:33]=3)[O:21][C:17]=2[N:18]=[CH:19][N:20]=1)[CH3:13])(C)(C)C, predict the reaction product. The product is: [CH3:31][O:30][C:27]1[CH:26]=[CH:25][C:24]([C:23]2[C:16]3[C:15]([O:14][CH:12]([CH3:13])[CH:11]([CH3:38])[O:10][CH2:9][CH2:8][C:7]([OH:39])=[O:6])=[N:20][CH:19]=[N:18][C:17]=3[O:21][C:22]=2[C:32]2[CH:37]=[CH:36][CH:35]=[CH:34][CH:33]=2)=[CH:29][CH:28]=1. (7) Given the reactants [CH3:1][N:2]1[CH:6]=[C:5]([CH2:7][C:8]([O:10]C)=[O:9])[C:4]([O:12][CH2:13][C:14]2[CH:15]=[N:16][C:17]([O:20][CH2:21][C:22]3[N:23]=[C:24]([C:27]4[CH:32]=[CH:31][CH:30]=[CH:29][CH:28]=4)[S:25][CH:26]=3)=[CH:18][CH:19]=2)=[N:3]1.[OH-].[Na+].O1CCCC1.Cl, predict the reaction product. The product is: [CH3:1][N:2]1[CH:6]=[C:5]([CH2:7][C:8]([OH:10])=[O:9])[C:4]([O:12][CH2:13][C:14]2[CH:15]=[N:16][C:17]([O:20][CH2:21][C:22]3[N:23]=[C:24]([C:27]4[CH:32]=[CH:31][CH:30]=[CH:29][CH:28]=4)[S:25][CH:26]=3)=[CH:18][CH:19]=2)=[N:3]1. (8) Given the reactants [Cl-].O[NH3+:3].[C:4](=[O:7])([O-])[OH:5].[Na+].CS(C)=O.[CH3:13][C:14]1([CH3:50])[CH2:23][CH2:22][C:21]2[C:16](=[CH:17][CH:18]=[C:19]([C:24]3[C:29](=[O:30])[N:28]([CH2:31][C:32]4[CH:37]=[CH:36][C:35]([C:38]5[C:39]([C:44]#[N:45])=[CH:40][CH:41]=[CH:42][CH:43]=5)=[CH:34][CH:33]=4)[C:27]([CH2:46][CH2:47][CH3:48])=[N:26][C:25]=3[CH3:49])[CH:20]=2)[O:15]1, predict the reaction product. The product is: [CH3:13][C:14]1([CH3:50])[CH2:23][CH2:22][C:21]2[C:16](=[CH:17][CH:18]=[C:19]([C:24]3[C:29](=[O:30])[N:28]([CH2:31][C:32]4[CH:37]=[CH:36][C:35]([C:38]5[CH:43]=[CH:42][CH:41]=[CH:40][C:39]=5[C:44]5[NH:3][C:4](=[O:7])[O:5][N:45]=5)=[CH:34][CH:33]=4)[C:27]([CH2:46][CH2:47][CH3:48])=[N:26][C:25]=3[CH3:49])[CH:20]=2)[O:15]1.